From a dataset of Peptide-MHC class II binding affinity with 134,281 pairs from IEDB. Regression. Given a peptide amino acid sequence and an MHC pseudo amino acid sequence, predict their binding affinity value. This is MHC class II binding data. (1) The peptide sequence is FFGQNTAAIAATEAQ. The MHC is DRB3_0202 with pseudo-sequence DRB3_0202. The binding affinity (normalized) is 0.951. (2) The peptide sequence is WQKGEEVQVIAVEPG. The MHC is DRB1_1302 with pseudo-sequence DRB1_1302. The binding affinity (normalized) is 0.0967. (3) The peptide sequence is GQGILHNTSDLYGLI. The MHC is DRB1_0101 with pseudo-sequence DRB1_0101. The binding affinity (normalized) is 0.397. (4) The peptide sequence is GELQFVDKIDAAFKI. The MHC is DRB1_1201 with pseudo-sequence DRB1_1201. The binding affinity (normalized) is 0.422. (5) The peptide sequence is GLTNTASHTRLSCDCDDK. The MHC is DRB5_0101 with pseudo-sequence DRB5_0101. The binding affinity (normalized) is 0.440. (6) The peptide sequence is TRRKLLLIFDALILL. The MHC is DRB4_0101 with pseudo-sequence DRB4_0103. The binding affinity (normalized) is 0.444. (7) The peptide sequence is EQFLGALDLAKKRVH. The MHC is DRB1_0101 with pseudo-sequence DRB1_0101. The binding affinity (normalized) is 0.593. (8) The peptide sequence is GLDVVDAVSNALIKS. The MHC is HLA-DQA10301-DQB10302 with pseudo-sequence HLA-DQA10301-DQB10302. The binding affinity (normalized) is 0.231. (9) The peptide sequence is EKMYFAATQFEPLAA. The MHC is HLA-DQA10501-DQB10201 with pseudo-sequence HLA-DQA10501-DQB10201. The binding affinity (normalized) is 0.556.